This data is from Full USPTO retrosynthesis dataset with 1.9M reactions from patents (1976-2016). The task is: Predict the reactants needed to synthesize the given product. (1) The reactants are: [NH2:1][C@@H:2]1[C:16](=[O:17])[N:15]2[CH2:18][C@H:19]([O:21][C:22]3[C:31]4[C:26](=[CH:27][C:28]([O:33][CH3:34])=[C:29]([F:32])[CH:30]=4)[CH:25]=[CH:24][N:23]=3)[CH2:20][C@H:14]2[C:13](=[O:35])[NH:12][C@:11]2([C:37]([NH:39][S:40]([C:43]3([CH3:46])[CH2:45][CH2:44]3)(=[O:42])=[O:41])=[O:38])[CH2:36][C@H:10]2[CH:9]=[CH:8][CH2:7][CH2:6][C@@H:5]([CH3:47])[O:4][C@H:3]1[CH3:48].C(O)(C(F)(F)F)=O.[C:56](=O)([O:64][C:65]([CH3:71])([CH3:70])[C:66]([F:69])([F:68])[F:67])[O:57]C1C=CC=CN=1.C(N(C(C)C)C(C)C)C. Given the product [F:32][C:29]1[CH:30]=[C:31]2[C:26]([CH:25]=[CH:24][N:23]=[C:22]2[O:21][C@H:19]2[CH2:18][N:15]3[C:16](=[O:17])[C@@H:2]([NH:1][C:56](=[O:57])[O:64][C:65]([CH3:71])([CH3:70])[C:66]([F:69])([F:68])[F:67])[C@H:3]([CH3:48])[O:4][C@H:5]([CH3:47])[CH2:6][CH2:7][CH:8]=[CH:9][C@@H:10]4[CH2:36][C@@:11]4([C:37](=[O:38])[NH:39][S:40]([C:43]4([CH3:46])[CH2:44][CH2:45]4)(=[O:41])=[O:42])[NH:12][C:13](=[O:35])[C@@H:14]3[CH2:20]2)=[CH:27][C:28]=1[O:33][CH3:34], predict the reactants needed to synthesize it. (2) Given the product [ClH:67].[ClH:1].[ClH:67].[Cl:67][C:64]1[CH:63]=[CH:62][C:61]([F:68])=[C:60]2[C:65]=1[CH:66]=[C:57]([C:55]1[C:54]([NH2:69])=[N:53][CH:52]=[C:51]([C:49]3[CH:48]=[N:47][N:46]([CH:43]4[CH2:42][CH2:41][NH:40][CH2:45][CH2:44]4)[CH:50]=3)[CH:56]=1)[N:58]=[CH:59]2, predict the reactants needed to synthesize it. The reactants are: [ClH:1].Cl.Cl.FC1C2C(=CC=CC=2)C=NC=1C1C(N)=NC=C(C2C=NN(C3CCNCC3)C=2)C=1.C(OC([N:40]1[CH2:45][CH2:44][CH:43]([N:46]2[CH:50]=[C:49]([C:51]3[CH:52]=[N:53][C:54]([NH2:69])=[C:55]([C:57]4[N:58]=[CH:59][C:60]5[C:65]([CH:66]=4)=[C:64]([Cl:67])[CH:63]=[CH:62][C:61]=5[F:68])[CH:56]=3)[CH:48]=[N:47]2)[CH2:42][CH2:41]1)=O)(C)(C)C. (3) Given the product [CH3:30][C:29]1[N:31]=[C:24]([CH:10]2[CH2:11][CH:12]([C:14]3[CH:15]=[CH:16][C:17]([C:20]([F:22])([F:23])[F:21])=[CH:18][CH:19]=3)[CH2:13][N:8]([C:6]([N:3]3[CH2:4][CH2:5][S:1][CH2:2]3)=[O:7])[CH2:9]2)[O:25][N:28]=1, predict the reactants needed to synthesize it. The reactants are: [S:1]1[CH2:5][CH2:4][N:3]([C:6]([N:8]2[CH2:13][CH:12]([C:14]3[CH:19]=[CH:18][C:17]([C:20]([F:23])([F:22])[F:21])=[CH:16][CH:15]=3)[CH2:11][CH:10]([C:24](O)=[O:25])[CH2:9]2)=[O:7])[CH2:2]1.O[NH:28][C:29](=[NH:31])[CH3:30].